This data is from Forward reaction prediction with 1.9M reactions from USPTO patents (1976-2016). The task is: Predict the product of the given reaction. (1) Given the reactants [F:1][C:2]([F:13])([F:12])[C:3]1[CH:8]=[CH:7][C:6](B(O)O)=[CH:5][CH:4]=1.[F:14][C:15]1[CH:16]=[C:17]([CH:27]([NH:29][C:30]([C:32]2[N:33]=[C:34](Cl)[O:35][CH:36]=2)=[O:31])[CH3:28])[CH:18]=[C:19]([F:26])[C:20]=1[NH:21][S:22]([CH3:25])(=[O:24])=[O:23].C([O-])([O-])=O.[Cs+].[Cs+], predict the reaction product. The product is: [F:26][C:19]1[CH:18]=[C:17]([CH:27]([NH:29][C:30]([C:32]2[N:33]=[C:34]([C:6]3[CH:7]=[CH:8][C:3]([C:2]([F:13])([F:12])[F:1])=[CH:4][CH:5]=3)[O:35][CH:36]=2)=[O:31])[CH3:28])[CH:16]=[C:15]([F:14])[C:20]=1[NH:21][S:22]([CH3:25])(=[O:24])=[O:23]. (2) Given the reactants [F:1][C:2]([F:22])([F:21])[O:3][C:4]1[CH:9]=[CH:8][C:7]([N:10]2[CH2:14][CH2:13][C:12]3([CH2:19][CH2:18][NH:17][CH2:16][CH2:15]3)[C:11]2=[O:20])=[CH:6][CH:5]=1.O=C(Cl)[O:25][C:26](Cl)(Cl)Cl.[CH2:31]([NH:35][CH3:36])[CH2:32][CH2:33][CH3:34], predict the reaction product. The product is: [CH2:31]([N:35]([CH3:36])[C:26]([N:17]1[CH2:16][CH2:15][C:12]2([C:11](=[O:20])[N:10]([C:7]3[CH:8]=[CH:9][C:4]([O:3][C:2]([F:1])([F:21])[F:22])=[CH:5][CH:6]=3)[CH2:14][CH2:13]2)[CH2:19][CH2:18]1)=[O:25])[CH2:32][CH2:33][CH3:34].